Predict the reactants needed to synthesize the given product. From a dataset of Full USPTO retrosynthesis dataset with 1.9M reactions from patents (1976-2016). (1) Given the product [Cl:13][C:11]1[C:5]2[S:4][C:3]([S:2][CH3:1])=[N:7][C:6]=2[CH:8]=[CH:9][C:10]=1[OH:12], predict the reactants needed to synthesize it. The reactants are: [CH3:1][S:2][C:3]1[S:4][C:5]2[CH:11]=[C:10]([OH:12])[CH:9]=[CH:8][C:6]=2[N:7]=1.[Cl:13]N1C(=O)CCC1=O. (2) Given the product [CH2:25]([O:27][C:28]1[CH:29]=[C:30]([CH:33]=[C:34]([O:41][CH2:42][CH3:43])[C:35]=1[N:36]1[CH:40]=[CH:39][CH:38]=[CH:37]1)[CH2:31][N:1]1[CH2:2][CH2:3][CH:4]([NH:7][C:8]2[O:9][C:10]3[CH:16]=[CH:15][CH:14]=[C:13]([O:17][CH2:18][C:19]4[CH:20]=[CH:21][N:22]=[CH:23][CH:24]=4)[C:11]=3[N:12]=2)[CH2:5][CH2:6]1)[CH3:26], predict the reactants needed to synthesize it. The reactants are: [NH:1]1[CH2:6][CH2:5][CH:4]([NH:7][C:8]2[O:9][C:10]3[CH:16]=[CH:15][CH:14]=[C:13]([O:17][CH2:18][C:19]4[CH:24]=[CH:23][N:22]=[CH:21][CH:20]=4)[C:11]=3[N:12]=2)[CH2:3][CH2:2]1.[CH2:25]([O:27][C:28]1[CH:29]=[C:30]([CH:33]=[C:34]([O:41][CH2:42][CH3:43])[C:35]=1[N:36]1[CH:40]=[CH:39][CH:38]=[CH:37]1)[CH:31]=O)[CH3:26].C([BH3-])#N.[Na+].C(N(C(C)C)C(C)C)C. (3) The reactants are: Cl[C:2]1[N:7]=[C:6]2[NH:8][N:9]=[C:10]([C:11]3[CH:16]=[CH:15][N:14]=[C:13]([S:17][CH3:18])[N:12]=3)[C:5]2=[CH:4][N:3]=1.[N:19]1([CH2:25][CH2:26][NH2:27])[CH2:24][CH2:23][CH2:22][CH2:21][CH2:20]1.C(N(CC)CC)C. Given the product [CH3:18][S:17][C:13]1[N:12]=[C:11]([C:10]2[C:5]3[C:6](=[N:7][C:2]([NH:27][CH2:26][CH2:25][N:19]4[CH2:24][CH2:23][CH2:22][CH2:21][CH2:20]4)=[N:3][CH:4]=3)[NH:8][N:9]=2)[CH:16]=[CH:15][N:14]=1, predict the reactants needed to synthesize it.